From a dataset of In vitro SARS-CoV-2 activity screen of 1,480 approved drugs from Prestwick library. Binary Classification. Given a drug SMILES string, predict its activity (active/inactive) in a high-throughput screening assay against a specified biological target. The result is 0 (inactive). The compound is Cc1ccc(=O)n(-c2ccccc2)c1.